The task is: Predict the product of the given reaction.. This data is from Forward reaction prediction with 1.9M reactions from USPTO patents (1976-2016). (1) Given the reactants [Cl:1][C:2]1[CH:7]=[CH:6][CH:5]=[CH:4][C:3]=1[C:8]1[O:9][C:10]([CH:15]([CH3:17])[CH3:16])=[C:11]([CH2:13]I)[N:12]=1.[C-:18]#[N:19].[Na+].O, predict the reaction product. The product is: [Cl:1][C:2]1[CH:7]=[CH:6][CH:5]=[CH:4][C:3]=1[C:8]1[O:9][C:10]([CH:15]([CH3:17])[CH3:16])=[C:11]([CH2:13][C:18]#[N:19])[N:12]=1. (2) The product is: [CH3:1][O:2][C:3]1[CH:4]=[C:5]([NH:11][C:12]2[C:13]3[N:39]=[CH:38][S:37][C:14]=3[N:15]=[C:16]([N:18]3[CH2:23][CH2:22][CH2:21][CH:20]([NH:24][C:25]([C:27]4[CH:36]=[CH:35][C:30]([C:31]([OH:33])=[O:32])=[CH:29][CH:28]=4)=[O:26])[CH2:19]3)[N:17]=2)[CH:6]=[CH:7][C:8]=1[O:9][CH3:10]. Given the reactants [CH3:1][O:2][C:3]1[CH:4]=[C:5]([NH:11][C:12]2[C:13]3[N:39]=[CH:38][S:37][C:14]=3[N:15]=[C:16]([N:18]3[CH2:23][CH2:22][CH2:21][CH:20]([NH:24][C:25]([C:27]4[CH:36]=[CH:35][C:30]([C:31]([O:33]C)=[O:32])=[CH:29][CH:28]=4)=[O:26])[CH2:19]3)[N:17]=2)[CH:6]=[CH:7][C:8]=1[O:9][CH3:10].O[Li].O, predict the reaction product. (3) Given the reactants [CH:1]([C:4]1[C:9]([OH:10])=[C:8]([N+:11]([O-])=O)[CH:7]=[CH:6][CH:5]=1)([CH3:3])[CH3:2].S(S([O-])=O)([O-])=O.[Na+].[Na+], predict the reaction product. The product is: [NH2:11][C:8]1[CH:7]=[CH:6][CH:5]=[C:4]([CH:1]([CH3:2])[CH3:3])[C:9]=1[OH:10]. (4) Given the reactants [F:1][C:2]1[CH:3]=[N:4][C:5]([NH:11][C:12]2[CH:17]=[CH:16][CH:15]=[C:14]([I:18])[CH:13]=2)=[C:6]([CH:10]=1)[C:7]([OH:9])=O.[C:19]([O:23][C:24](=[O:33])[NH:25][C@H:26]1[CH2:31][CH2:30][C@@H:29]([NH2:32])[CH2:28][CH2:27]1)([CH3:22])([CH3:21])[CH3:20].C(N(CC)CC)C.C(OCC)C.O, predict the reaction product. The product is: [C:19]([O:23][C:24](=[O:33])[NH:25][C@H:26]1[CH2:27][CH2:28][C@@H:29]([NH:32][C:7]([C:6]2[C:5]([NH:11][C:12]3[CH:17]=[CH:16][CH:15]=[C:14]([I:18])[CH:13]=3)=[N:4][CH:3]=[C:2]([F:1])[CH:10]=2)=[O:9])[CH2:30][CH2:31]1)([CH3:22])([CH3:20])[CH3:21]. (5) Given the reactants C([O:8][C:9]1[CH:14]=[CH:13][C:12]([C:15]2[CH:19]=[C:18]([NH:20][C:21]([NH:35][CH2:36][CH:37]([CH3:39])[CH3:38])=[N:22][C:23]([C:25]3[C:26]([C:31]([F:34])([F:33])[F:32])=[N:27][N:28]([CH3:30])[CH:29]=3)=[O:24])[NH:17][N:16]=2)=[C:11]([F:40])[CH:10]=1)C1C=CC=CC=1.C([O-])=O.[NH4+], predict the reaction product. The product is: [F:40][C:11]1[CH:10]=[C:9]([OH:8])[CH:14]=[CH:13][C:12]=1[C:15]1[CH:19]=[C:18]([NH:20][C:21]([NH:35][CH2:36][CH:37]([CH3:39])[CH3:38])=[N:22][C:23]([C:25]2[C:26]([C:31]([F:33])([F:34])[F:32])=[N:27][N:28]([CH3:30])[CH:29]=2)=[O:24])[NH:17][N:16]=1. (6) Given the reactants Br[CH2:2][C:3]1[CH:10]=[CH:9][CH:8]=[CH:7][C:4]=1[C:5]#[N:6].[OH:11][CH2:12][C:13]([O:15][CH2:16][CH3:17])=[O:14].[O-]CC.[Na+], predict the reaction product. The product is: [C:5]([C:4]1[CH:7]=[CH:8][CH:9]=[CH:10][C:3]=1[CH2:2][O:11][CH2:12][C:13]([O:15][CH2:16][CH3:17])=[O:14])#[N:6].